Dataset: Experimentally validated miRNA-target interactions with 360,000+ pairs, plus equal number of negative samples. Task: Binary Classification. Given a miRNA mature sequence and a target amino acid sequence, predict their likelihood of interaction. (1) The protein sequence of the target gene is MLENYRNLVFLGIAAFKPDLIIFLEQGKEPWNMKRHEMVEEPPVICSHFSQEFWPEQGIEDSFQKMILRRYDKCGHENLHLKISCTNVDECNVHKEGYNKLNQSLTTTQSKVFQCGKYANVFHKCSNSNRHKIRHTGEKGLKCKEYVRSFCMLSHLSQHERIYTRENSYKCEENGKAFNWSSTLTYYKSIHTGEKPYKCEECGKAFSKFSILTKHKVIHTGEKPYKCEECGKAFNRSSILTKHKIIHTGEKPYKCEECGKGFSSVSTLNTHKAIHAEEKPYKCEECGKASNSSSKLMEHK.... The miRNA is mmu-miR-1932 with sequence GUUGCGGACAGCGCUAGGUCGG. Result: 0 (no interaction). (2) The miRNA is mmu-miR-365-3p with sequence UAAUGCCCCUAAAAAUCCUUAU. The protein sequence of the target gene is MPFLGQDWRSPGQNWVKTADGWKRFLDEKSGSFVSDLSSYCNKEVYNKENLFNSLNYDVAAKKRKKDMLNSKTKTQYFHQEKWIYVHKGSTKERHGYCTLGEAFNRLDFSTAILDSRRFNYVVRLLELIAKSQLTSLSGIAQKNFMNILEKVVLKVLEDQQNIRLIRELLQTLYTSLCTLVQRVGKSVLVGNINMWVYRMETILHWQQQLNNIQITRPAFKGLTFTDLPLCLQLNIMQRLSDGRDLVSLGQAAPDLHVLSEDRLLWKKLCQYHFSERQIRKRLILSDKGQLDWKKMYFKL.... Result: 0 (no interaction). (3) The miRNA is hsa-miR-186-3p with sequence GCCCAAAGGUGAAUUUUUUGGG. The protein sequence of the target gene is MFPVLEPHQVGLIRSYNSKTMTCFQELVTFRDVAIDFSRQEWEYLDPNQRDLYRDVMLENYRNLVSLGGHSISKPVVVDLLERGKEPWMILREETQFTDLDLQCEIISYIEVPTYETDISSTQLQSIYKREKLYECKKCQKKFSSGYQLILHHRFHVIERPYECKECGKNFRSGYQLTLHQRFHTGEKPYECTECGKNFRSGYQLTVHQRFHTGEKTYECRQCGKAFIYASHIVQHERIHTGGKPYECQECGRAFSQGGHLRIHQRVHTGEKPYKCKECGKTFSRRSNLVEHGQFHTDEK.... Result: 1 (interaction). (4) The miRNA is mmu-miR-129-5p with sequence CUUUUUGCGGUCUGGGCUUGC. The protein sequence of the target gene is MVTELRVFYLVPLLLASYVQTTPRPEKMKMDCYKDVKGTIYDYEALSLNGKEHIPFKQYAGKHVLFVNVATYCGLTIQYPELNALQEDLKPFGLVILGFPCNQFGKQEPGDNLEILPGLKYVRPGKGFLPNFQLFAKGDVNGENEQKIFTFLKRSCPHPSETVVMSKHTFWEPIKVHDIRWNFEKFLVGPDGIPVMRWFHQAPVSTVKSDIMAYLSHFKTI. Result: 1 (interaction).